This data is from Peptide-MHC class II binding affinity with 134,281 pairs from IEDB. The task is: Regression. Given a peptide amino acid sequence and an MHC pseudo amino acid sequence, predict their binding affinity value. This is MHC class II binding data. (1) The peptide sequence is YDKFLANVSTVLTGF. The MHC is DRB1_0405 with pseudo-sequence DRB1_0405. The binding affinity (normalized) is 0.562. (2) The binding affinity (normalized) is 0.711. The MHC is DRB1_0701 with pseudo-sequence DRB1_0701. The peptide sequence is YYKFLANVSTVLTGK.